From a dataset of Catalyst prediction with 721,799 reactions and 888 catalyst types from USPTO. Predict which catalyst facilitates the given reaction. (1) Reactant: [H-].[Na+].C(S)CC.C1([O:12][C:13]2[CH:14]=[C:15]([C@@H:21]([C:29]3[CH:34]=[CH:33][CH:32]=[CH:31][CH:30]=3)[CH2:22][C:23]3[CH:28]=[CH:27][N:26]=[CH:25][CH:24]=3)[CH:16]=[CH:17][C:18]=2[O:19][CH3:20])CCCC1. Product: [OH:12][C:13]1[CH:14]=[C:15]([C@@H:21]([C:29]2[CH:34]=[CH:33][CH:32]=[CH:31][CH:30]=2)[CH2:22][C:23]2[CH:24]=[CH:25][N:26]=[CH:27][CH:28]=2)[CH:16]=[CH:17][C:18]=1[O:19][CH3:20]. The catalyst class is: 3. (2) Reactant: [CH3:1][O:2][C:3]1[CH:4]=[C:5]([NH2:26])[CH:6]=[CH:7][C:8]=1[N:9]1[CH2:14][CH2:13][CH:12]([O:15][Si:16]([CH:23]([CH3:25])[CH3:24])([CH:20]([CH3:22])[CH3:21])[CH:17]([CH3:19])[CH3:18])[CH2:11][CH2:10]1.C[Al](C)C.[Cl:31][C:32]1[CH:37]=[CH:36][C:35]([C:38]2[S:39][C:40]3[C:46](=[O:47])[O:45][CH2:44][CH2:43][C:41]=3[N:42]=2)=[CH:34][CH:33]=1.[C@H](O)(C([O-])=O)[C@@H](O)C([O-])=O.[Na+].[K+]. Product: [CH3:1][O:2][C:3]1[CH:4]=[C:5]([NH:26][C:46]([C:40]2[S:39][C:38]([C:35]3[CH:36]=[CH:37][C:32]([Cl:31])=[CH:33][CH:34]=3)=[N:42][C:41]=2[CH2:43][CH2:44][OH:45])=[O:47])[CH:6]=[CH:7][C:8]=1[N:9]1[CH2:14][CH2:13][CH:12]([O:15][Si:16]([CH:20]([CH3:22])[CH3:21])([CH:23]([CH3:25])[CH3:24])[CH:17]([CH3:19])[CH3:18])[CH2:11][CH2:10]1. The catalyst class is: 2.